This data is from Forward reaction prediction with 1.9M reactions from USPTO patents (1976-2016). The task is: Predict the product of the given reaction. (1) The product is: [Br:8][C:6]1[C:5]([F:9])=[CH:4][C:3]([F:10])=[C:2]([CH:7]=1)[CH:14]=[O:15]. Given the reactants Br[C:2]1[CH:7]=[C:6]([Br:8])[C:5]([F:9])=[CH:4][C:3]=1[F:10].CN([CH:14]=[O:15])C.C([Li])CCC, predict the reaction product. (2) Given the reactants [CH3:1][O:2][C:3]1[C:13]2[CH2:12][CH2:11][NH:10][CH2:9][CH2:8][C:7]=2[CH:6]=[CH:5][CH:4]=1.[ClH:14].CCCCCCC, predict the reaction product. The product is: [ClH:14].[CH3:1][O:2][C:3]1[C:13]2[CH2:12][CH2:11][NH:10][CH2:9][CH2:8][C:7]=2[CH:6]=[CH:5][CH:4]=1.